From a dataset of Full USPTO retrosynthesis dataset with 1.9M reactions from patents (1976-2016). Predict the reactants needed to synthesize the given product. (1) The reactants are: Cl.[Cl:2][C:3]1[CH:8]=[CH:7][C:6]([S:9]([N:12]2[CH2:17][CH2:16][NH:15][CH2:14][C@@H:13]2[CH3:18])(=[O:11])=[O:10])=[CH:5][CH:4]=1.C(N(CC)CC)C.[N:26]1[CH:31]=[CH:30][CH:29]=[CH:28][C:27]=1[C:32](Cl)=[O:33]. Given the product [ClH:2].[Cl:2][C:3]1[CH:4]=[CH:5][C:6]([S:9]([N:12]2[CH2:17][CH2:16][N:15]([C:32]([C:27]3[CH:28]=[CH:29][CH:30]=[CH:31][N:26]=3)=[O:33])[CH2:14][C@@H:13]2[CH3:18])(=[O:10])=[O:11])=[CH:7][CH:8]=1, predict the reactants needed to synthesize it. (2) Given the product [C:16]([O:20][C:21]([N:23]1[CH2:28][CH2:27][CH:26]([O:9][C:3]2[CH:4]=[C:5]([F:8])[CH:6]=[CH:7][C:2]=2[F:1])[CH2:25][CH2:24]1)=[O:22])([CH3:19])([CH3:17])[CH3:18], predict the reactants needed to synthesize it. The reactants are: [F:1][C:2]1[CH:7]=[CH:6][C:5]([F:8])=[CH:4][C:3]=1[OH:9].C(=O)([O-])[O-].[Cs+].[Cs+].[C:16]([O:20][C:21]([N:23]1[CH2:28][CH2:27][CH:26](OS(C)(=O)=O)[CH2:25][CH2:24]1)=[O:22])([CH3:19])([CH3:18])[CH3:17].